From a dataset of Retrosynthesis with 50K atom-mapped reactions and 10 reaction types from USPTO. Predict the reactants needed to synthesize the given product. (1) Given the product O=S(=O)(NC1Cc2ccc(CCO)cc2C1)c1ccc(Cl)cc1, predict the reactants needed to synthesize it. The reactants are: O=C(O)Cc1ccc2c(c1)CC(NS(=O)(=O)c1ccc(Cl)cc1)C2. (2) Given the product COc1ccc(CNc2nc3ccc(-c4ncccc4C)cc3cc2CC(C)C(=O)NCCC(C)(C)C)cc1, predict the reactants needed to synthesize it. The reactants are: COc1ccc(CNc2nc3ccc(-c4ncccc4C)cc3cc2/C=C(\C)C(=O)NCCC(C)(C)C)cc1. (3) Given the product COc1ccc(Nc2ccccc2[N+](=O)[O-])cc1, predict the reactants needed to synthesize it. The reactants are: COc1ccc(N)cc1.O=[N+]([O-])c1ccccc1F. (4) Given the product COC(=O)CSc1ccc(C(=O)OC(C)(C)C)cc1Cl, predict the reactants needed to synthesize it. The reactants are: CC(C)(C)OC(=O)c1ccc(F)c(Cl)c1.COC(=O)CS. (5) The reactants are: CN.O=S(=O)(CCCCl)CCCC(F)(F)F. Given the product CNCCCS(=O)(=O)CCCC(F)(F)F, predict the reactants needed to synthesize it. (6) The reactants are: N#Cc1ccc(F)cc1.OC1CNCc2occc21. Given the product N#Cc1ccc(OC2CNCc3occc32)cc1, predict the reactants needed to synthesize it. (7) Given the product CC(=Nc1c(C(C)C)cccc1C(C)C)c1cccc(Br)n1, predict the reactants needed to synthesize it. The reactants are: CC(=O)c1cccc(Br)n1.CC(C)c1cccc(C(C)C)c1N. (8) Given the product COc1ccc(CC2c3cc(OCC4CC4)c(OC)cc3CCN2CC(=O)NCc2ccccc2)cc1OC, predict the reactants needed to synthesize it. The reactants are: BrCC1CC1.COc1cc2c(cc1O)C(Cc1ccc(OC)c(OC)c1)N(CC(=O)NCc1ccccc1)CC2.